From a dataset of Human liver microsome stability data. Regression/Classification. Given a drug SMILES string, predict its absorption, distribution, metabolism, or excretion properties. Task type varies by dataset: regression for continuous measurements (e.g., permeability, clearance, half-life) or binary classification for categorical outcomes (e.g., BBB penetration, CYP inhibition). Dataset: hlm. (1) The molecule is COCCNC(=O)c1cc(C(C)(C)C)sc1NC(=O)Nc1ccc2[nH]ncc2c1. The result is 0 (unstable in human liver microsomes). (2) The molecule is O=C(O)Cc1ccc(NC(=O)[C@H](Cc2ccccc2)NC(=O)C=Cc2cc(Cl)ccc2-n2cnnn2)cc1. The result is 0 (unstable in human liver microsomes). (3) The drug is O[C@@H](CN1c2cccc(-c3cccc(OC(F)(F)F)c3)c2OC[C@@H]1c1cccc(OC(F)(F)C(F)F)c1)C(F)(F)F. The result is 0 (unstable in human liver microsomes). (4) The drug is O=c1n(Cc2nc3ccccc3n2CCCCCO)c2cnccc2n1C1CC1. The result is 1 (stable in human liver microsomes).